This data is from Full USPTO retrosynthesis dataset with 1.9M reactions from patents (1976-2016). The task is: Predict the reactants needed to synthesize the given product. (1) Given the product [CH:1]1([N:7]2[C:11]3[CH:12]=[CH:13][C:14]([C:16]([NH:102][CH:101]([CH2:103][CH2:104][C:105]([OH:107])=[O:106])[C:100]([OH:99])=[O:109])=[O:17])=[CH:15][C:10]=3[N:9]=[C:8]2[C:19]2[CH:20]=[C:21]3[C:26](=[CH:27][CH:28]=2)[N:25]=[C:24]([C:29]2[CH:30]=[CH:31][CH:32]=[CH:33][CH:34]=2)[CH:23]=[CH:22]3)[CH2:6][CH2:5][CH2:4][CH2:3][CH2:2]1, predict the reactants needed to synthesize it. The reactants are: [CH:1]1([N:7]2[C:11]3[CH:12]=[CH:13][C:14]([C:16](O)=[O:17])=[CH:15][C:10]=3[N:9]=[C:8]2[C:19]2[CH:20]=[C:21]3[C:26](=[CH:27][CH:28]=2)[N:25]=[C:24]([C:29]2[CH:34]=[CH:33][CH:32]=[CH:31][CH:30]=2)[CH:23]=[CH:22]3)[CH2:6][CH2:5][CH2:4][CH2:3][CH2:2]1.ClC1C=CC(C2C(C3C=CC4C(=CC=C(C5N(C6CCCCC6)C6C=CC(C(NC(CC7C8C(=CC=C(O)C=8)NC=7)C(O)=O)=O)=CC=6N=5)C=4)N=3)=CC(C(N3CCCC3)=O)=CC=2)=CC=1.C[O:99][C:100](=[O:109])[C@H:101]([CH2:103][CH2:104][C:105]([O:107]C)=[O:106])[NH2:102].[OH-].[Na+]. (2) Given the product [OH:1][C:2]1[C:11]2[C:6](=[CH:7][C:8](/[CH:12]=[CH:13]/[CH2:14][O:15][CH3:16])=[CH:9][CH:10]=2)[C:5]([CH3:17])([CH3:18])[C:4](=[O:19])[C:3]=1[C:20]([NH:22][CH2:23][C:24]([OH:26])=[O:25])=[O:21], predict the reactants needed to synthesize it. The reactants are: [OH:1][C:2]1[C:11]2[C:6](=[CH:7][C:8](/[CH:12]=[CH:13]/[CH2:14][O:15][CH3:16])=[CH:9][CH:10]=2)[C:5]([CH3:18])([CH3:17])[C:4](=[O:19])[C:3]=1[C:20]([NH:22][CH2:23][C:24]([O:26]C(C)(C)C)=[O:25])=[O:21]. (3) Given the product [CH3:1][O:2][C:3]1[CH:8]=[C:7]([N+:9]([O-:11])=[O:10])[CH:6]=[CH:5][C:4]=1[N:12]1[CH2:16][CH2:15][C@@H:14]([O:17][Si:19]([CH:26]([CH3:28])[CH3:27])([CH:23]([CH3:25])[CH3:24])[CH:20]([CH3:22])[CH3:21])[CH2:13]1, predict the reactants needed to synthesize it. The reactants are: [CH3:1][O:2][C:3]1[CH:8]=[C:7]([N+:9]([O-:11])=[O:10])[CH:6]=[CH:5][C:4]=1[N:12]1[CH2:16][CH2:15][C@@H:14]([OH:17])[CH2:13]1.Cl[Si:19]([CH:26]([CH3:28])[CH3:27])([CH:23]([CH3:25])[CH3:24])[CH:20]([CH3:22])[CH3:21]. (4) Given the product [CH3:1][O:2][C:3]1[CH:8]=[CH:7][C:6]([NH:9][C:10]([NH2:12])=[S:11])=[C:5]([CH3:21])[CH:4]=1, predict the reactants needed to synthesize it. The reactants are: [CH3:1][O:2][C:3]1[CH:8]=[CH:7][C:6]([NH:9][C:10]([NH:12]C(=O)C2C=CC=CC=2)=[S:11])=[C:5]([CH3:21])[CH:4]=1.[OH-].[Na+]. (5) Given the product [Cl:22][C:23]1[CH:28]=[CH:27][C:26]([S:29]([NH:1][CH:2]2[CH2:7][CH2:6][CH2:5][N:4]([C:8]([O:10][C:11]([CH3:14])([CH3:13])[CH3:12])=[O:9])[CH2:3]2)(=[O:31])=[O:30])=[CH:25][CH:24]=1, predict the reactants needed to synthesize it. The reactants are: [NH2:1][CH:2]1[CH2:7][CH2:6][CH2:5][N:4]([C:8]([O:10][C:11]([CH3:14])([CH3:13])[CH3:12])=[O:9])[CH2:3]1.C(N(CC)CC)C.[Cl:22][C:23]1[CH:28]=[CH:27][C:26]([S:29](Cl)(=[O:31])=[O:30])=[CH:25][CH:24]=1. (6) Given the product [Cl:1][C:2]1[CH:7]=[CH:6][C:5]([C:8](=[O:21])[CH2:9][CH2:10][C:11]2[C:12]3[C:19]([CH3:20])=[CH:18][S:17][C:13]=3[N:14]=[CH:15][N:16]=2)=[CH:4][CH:3]=1, predict the reactants needed to synthesize it. The reactants are: [Cl:1][C:2]1[CH:7]=[CH:6][C:5]([CH:8]([OH:21])[C:9]#[C:10][C:11]2[C:12]3[C:19]([CH3:20])=[CH:18][S:17][C:13]=3[N:14]=[CH:15][N:16]=2)=[CH:4][CH:3]=1.[SiH](CC)(CC)CC.C(O)(C(F)(F)F)=O. (7) Given the product [Br:12][C:13]1[CH:14]=[C:15]([CH2:18][NH:11][C:8]23[CH2:10][CH:4]4[CH2:5][CH:6]([CH2:1][CH:2]([CH2:3]4)[CH2:9]2)[CH2:7]3)[S:16][CH:17]=1, predict the reactants needed to synthesize it. The reactants are: [CH2:1]1[CH:6]2[CH2:7][C:8]3([NH2:11])[CH2:10][CH:4]([CH2:5]2)[CH2:3][CH:2]1[CH2:9]3.[Br:12][C:13]1[CH:14]=[C:15]([CH:18]=O)[S:16][CH:17]=1. (8) Given the product [N:44]([CH:27]([C:19]1[O:20][C:21]2[CH:26]=[CH:25][CH:24]=[CH:23][C:22]=2[C:18]=1[C:12]1[CH:17]=[CH:16][CH:15]=[CH:14][CH:13]=1)[CH3:28])=[N+:45]=[N-:46], predict the reactants needed to synthesize it. The reactants are: C1CCN2C(=NCCC2)CC1.[C:12]1([C:18]2[C:22]3[CH:23]=[CH:24][CH:25]=[CH:26][C:21]=3[O:20][C:19]=2[CH:27](O)[CH3:28])[CH:17]=[CH:16][CH:15]=[CH:14][CH:13]=1.C1(P([N:44]=[N+:45]=[N-:46])(C2C=CC=CC=2)=O)C=CC=CC=1. (9) Given the product [CH2:1]([O:3][C:4](=[O:22])[CH:5]([C:6]1[NH:7][C:8]2[C:13]([C:14]=1[S:15][C:16]([CH3:17])([CH3:18])[CH3:19])=[CH:12][C:11]([O:20][CH3:21])=[CH:10][CH:9]=2)[CH2:27][C:26]1[CH:29]=[CH:30][CH:31]=[C:24]([Br:23])[CH:25]=1)[CH3:2], predict the reactants needed to synthesize it. The reactants are: [CH2:1]([O:3][C:4](=[O:22])[CH2:5][C:6]1[NH:7][C:8]2[C:13]([C:14]=1[S:15][C:16]([CH3:19])([CH3:18])[CH3:17])=[CH:12][C:11]([O:20][CH3:21])=[CH:10][CH:9]=2)[CH3:2].[Br:23][C:24]1[CH:25]=[C:26]([CH:29]=[CH:30][CH:31]=1)[CH2:27]Br.